The task is: Predict the reactants needed to synthesize the given product.. This data is from Full USPTO retrosynthesis dataset with 1.9M reactions from patents (1976-2016). (1) Given the product [CH2:14]([CH:21]1[CH2:25][CH2:24][CH2:23][CH:22]1[C:11]#[N:12])[CH2:15][CH2:16][CH2:17][CH2:18][CH2:19][CH3:20], predict the reactants needed to synthesize it. The reactants are: S([CH2:11][N+:12]#[C-])(C1C=CC(C)=CC=1)(=O)=O.[CH2:14]([CH:21]1[CH2:25][CH2:24][CH2:23][C:22]1=O)[CH2:15][CH2:16][CH2:17][CH2:18][CH2:19][CH3:20].C(O[K])(C)(C)C.O. (2) Given the product [CH3:1][C:2]1[CH:3]=[C:4]([O:21][C:23]2[CH:28]=[CH:27][CH:26]=[C:25]([S:29]([CH3:32])(=[O:31])=[O:30])[CH:24]=2)[CH:5]=[CH:6][C:7]=1[N:8]1[C:12]2[CH:13]=[CH:14][CH:15]=[C:16]([C:17]([F:20])([F:19])[F:18])[C:11]=2[N:10]=[CH:9]1, predict the reactants needed to synthesize it. The reactants are: [CH3:1][C:2]1[CH:3]=[C:4]([OH:21])[CH:5]=[CH:6][C:7]=1[N:8]1[C:12]2[CH:13]=[CH:14][CH:15]=[C:16]([C:17]([F:20])([F:19])[F:18])[C:11]=2[N:10]=[CH:9]1.Br[C:23]1[CH:28]=[CH:27][CH:26]=[C:25]([S:29]([CH3:32])(=[O:31])=[O:30])[CH:24]=1.Cl.CN(C)CC(O)=O.C([O-])([O-])=O.[Cs+].[Cs+].